This data is from Full USPTO retrosynthesis dataset with 1.9M reactions from patents (1976-2016). The task is: Predict the reactants needed to synthesize the given product. (1) The reactants are: [NH2:1][C:2]1[C:7]([F:8])=[CH:6][C:5]([N:9]2[CH2:13][CH:12]([CH2:14][NH:15][C:16](=[O:18])[CH3:17])[O:11][C:10]2=[O:19])=[CH:4][C:3]=1[F:20].O[CH2:22][C:23]1C2N=NNC=2[CH:26]=[CH:25][CH:24]=1.C[O:33]/C=C/C(O[Si](C)(C)C)=C.O([Si](C)(C)C)S(C(F)(F)F)(=O)=O.C([O-])(O)=O.[Na+]. Given the product [F:20][C:3]1[CH:4]=[C:5]([N:9]2[CH2:13][CH:12]([CH2:14][NH:15][C:16](=[O:18])[CH3:17])[O:11][C:10]2=[O:19])[CH:6]=[C:7]([F:8])[C:2]=1[N:1]1[CH:26]=[CH:25][C:24](=[O:33])[CH2:23][CH2:22]1, predict the reactants needed to synthesize it. (2) Given the product [CH3:23][C:24]1[CH:25]=[CH:26][C:27]2[S:31][C:30]([CH2:32][C:33]3[CH:34]=[C:35]([C@@H:39]4[O:68][C@H:67]([CH2:69][OH:70])[C@@H:58]([OH:59])[C@H:49]([OH:50])[C@H:40]4[OH:41])[CH:36]=[CH:37][CH:38]=3)=[CH:29][C:28]=2[CH:78]=1, predict the reactants needed to synthesize it. The reactants are: CC1C(C)=C(C)C(C)=C(C)C=1.CCCCCCC.B(Cl)(Cl)Cl.[CH3:23][C:24]1[CH:25]=[CH:26][C:27]2[S:31][C:30]([CH2:32][C:33]3[CH:34]=[C:35]([C@@H:39]4[O:68][C@H:67]([CH2:69][O:70]CC5C=CC=CC=5)[C@@H:58]([O:59]CC5C=CC=CC=5)[C@H:49]([O:50]CC5C=CC=CC=5)[C@H:40]4[O:41]CC4C=CC=CC=4)[CH:36]=[CH:37][CH:38]=3)=[CH:29][C:28]=2[CH:78]=1. (3) Given the product [ClH:27].[O:8]=[C:9]1[NH:26][C:12]2=[N:13][CH:14]=[C:15](/[CH:17]=[CH:18]/[C:19]([OH:21])=[O:20])[CH:16]=[C:11]2[NH:10]1, predict the reactants needed to synthesize it. The reactants are: FC(F)(F)C(O)=O.[O:8]=[C:9]1[NH:26][C:12]2=[N:13][CH:14]=[C:15](/[CH:17]=[CH:18]/[C:19]([O:21]C(C)(C)C)=[O:20])[CH:16]=[C:11]2[NH:10]1.[Cl:27]CCl. (4) Given the product [C:1]([O:5][C:6]([N:8]1[CH2:13][CH2:12][N:11]([S:14]([CH2:17][CH2:18][CH2:19][OH:23])(=[O:16])=[O:15])[CH2:10][CH2:9]1)=[O:7])([CH3:4])([CH3:3])[CH3:2], predict the reactants needed to synthesize it. The reactants are: [C:1]([O:5][C:6]([N:8]1[CH2:13][CH2:12][N:11]([S:14]([CH2:17][CH2:18][CH2:19]Cl)(=[O:16])=[O:15])[CH2:10][CH2:9]1)=[O:7])([CH3:4])([CH3:3])[CH3:2].C([O-])(=[O:23])C.[K+].O.C(=O)(O)[O-].[Na+]. (5) The reactants are: Cl[C:2]1[CH:7]=[CH:6][C:5]([N+:8]([O-:10])=[O:9])=[CH:4][N:3]=1.[CH:11]([C:13]1[C:14]([O:23][CH2:24][CH2:25][CH2:26][CH3:27])=[C:15](B(O)O)[CH:16]=[C:17]([CH3:19])[CH:18]=1)=[O:12]. Given the product [CH2:24]([O:23][C:14]1[C:15]([C:2]2[CH:7]=[CH:6][C:5]([N+:8]([O-:10])=[O:9])=[CH:4][N:3]=2)=[CH:16][C:17]([CH3:19])=[CH:18][C:13]=1[CH:11]=[O:12])[CH2:25][CH2:26][CH3:27], predict the reactants needed to synthesize it. (6) Given the product [Cl:1][C:2]1[CH:3]=[CH:4][C:5]([O:20][C:17]2[CH:18]=[CH:19][C:14]([N+:11]([O-:13])=[O:12])=[CH:15][CH:16]=2)=[C:6]([CH:9]=1)[CH:7]=[O:8], predict the reactants needed to synthesize it. The reactants are: [Cl:1][C:2]1[CH:3]=[CH:4][C:5](F)=[C:6]([CH:9]=1)[CH:7]=[O:8].[N+:11]([C:14]1[CH:19]=[CH:18][C:17]([OH:20])=[CH:16][CH:15]=1)([O-:13])=[O:12].C([O-])([O-])=O.[K+].[K+]. (7) Given the product [N+:1]([C:4]1[CH:12]=[C:11]([C:13]([CH3:16])([CH3:15])[CH3:14])[CH:10]=[CH:9][C:5]=1[C:6]([NH:31][CH2:30][CH:29]([O:32][CH2:33][CH3:34])[O:28][CH2:26][CH3:27])=[O:8])([O-:3])=[O:2], predict the reactants needed to synthesize it. The reactants are: [N+:1]([C:4]1[CH:12]=[C:11]([C:13]([CH3:16])([CH3:15])[CH3:14])[CH:10]=[CH:9][C:5]=1[C:6]([OH:8])=O)([O-:3])=[O:2].C(N(C(C)C)CC)(C)C.[CH2:26]([O:28][CH:29]([O:32][CH2:33][CH3:34])[CH2:30][NH2:31])[CH3:27].CN(C)CCCN=C=NCC.O.OC1C2N=NNC=2C=CC=1. (8) Given the product [CH2:33]([CH:12]([CH2:13][CH2:14][CH2:15][CH3:16])[CH2:11][O:10][C:8]([N:1]1[CH:6]=[CH:5][CH:4]([C:19]2[CH:24]=[CH:23][CH:22]=[CH:21][CH:20]=2)[CH:3]=[CH:2]1)=[O:9])[CH3:34], predict the reactants needed to synthesize it. The reactants are: [N:1]1[CH:6]=[CH:5][CH:4]=[CH:3][CH:2]=1.Cl[C:8]([O:10][CH:11](CC)[CH2:12][CH2:13][CH2:14][CH2:15][CH3:16])=[O:9].[C:19]1([Mg]Cl)[CH:24]=[CH:23][CH:22]=[CH:21][CH:20]=1.S(=O)(=O)(O)O.O1CC[CH2:34][CH2:33]1. (9) Given the product [CH:22]1([C:20]([N:17]2[CH2:18][CH2:19][C@@H:15]([CH2:14][N:9]3[C:10](=[O:13])[NH:11][N:12]=[C:8]3[C:5]3[CH:6]=[CH:7][C:2]([C:36]4[CH:35]=[CH:34][CH:33]=[C:32]([NH:31][S:28]([N:27]([CH3:41])[CH3:26])(=[O:30])=[O:29])[CH:37]=4)=[CH:3][C:4]=3[F:25])[CH2:16]2)=[O:21])[CH2:24][CH2:23]1, predict the reactants needed to synthesize it. The reactants are: Br[C:2]1[CH:7]=[CH:6][C:5]([C:8]2[N:9]([CH2:14][C@@H:15]3[CH2:19][CH2:18][N:17]([C:20]([CH:22]4[CH2:24][CH2:23]4)=[O:21])[CH2:16]3)[C:10](=[O:13])[NH:11][N:12]=2)=[C:4]([F:25])[CH:3]=1.[CH3:26][N:27]([CH3:41])[S:28]([NH:31][C:32]1[CH:33]=[C:34](B(O)O)[CH:35]=[CH:36][CH:37]=1)(=[O:30])=[O:29].C([O-])([O-])=O.[Cs+].[Cs+].O1CCOCC1.